This data is from Full USPTO retrosynthesis dataset with 1.9M reactions from patents (1976-2016). The task is: Predict the reactants needed to synthesize the given product. Given the product [ClH:41].[CH2:33]([NH:40][CH:1]1[C:13]2[NH:12][C:11]3[C:6](=[CH:7][CH:8]=[CH:9][CH:10]=3)[C:5]=2[CH2:4][CH2:3][CH2:2]1)[C:34]1[CH:39]=[CH:38][CH:37]=[CH:36][CH:35]=1, predict the reactants needed to synthesize it. The reactants are: [C:1]1(=O)[C:13]2[NH:12][C:11]3[C:6](=[CH:7][CH:8]=[CH:9][CH:10]=3)[C:5]=2[CH2:4][CH2:3][CH2:2]1.C(O[BH-](OC(=O)C)OC(=O)C)(=O)C.[Na+].C(O)(=O)C.[CH2:33]([NH2:40])[C:34]1[CH:39]=[CH:38][CH:37]=[CH:36][CH:35]=1.[ClH:41].